Task: Predict the product of the given reaction.. Dataset: Forward reaction prediction with 1.9M reactions from USPTO patents (1976-2016) (1) Given the reactants C(=O)([O-])[O-].[Cs+].[Cs+].[C:7]([O:11][C:12](=[O:25])[NH:13][C:14]1[C:19]([CH2:20][CH3:21])=[CH:18][C:17](Br)=[CH:16][C:15]=1[CH2:23][CH3:24])([CH3:10])([CH3:9])[CH3:8].[Cl:26][C:27]1[CH:32]=[CH:31][C:30](B(O)O)=[CH:29][CH:28]=1.C1(P(C2CCCCC2)C2C=CC=CC=2C2C(C(C)C)=CC(C(C)C)=CC=2C(C)C)CCCCC1, predict the reaction product. The product is: [C:7]([O:11][C:12](=[O:25])[NH:13][C:14]1[C:19]([CH2:20][CH3:21])=[CH:18][C:17]([C:30]2[CH:31]=[CH:32][C:27]([Cl:26])=[CH:28][CH:29]=2)=[CH:16][C:15]=1[CH2:23][CH3:24])([CH3:10])([CH3:9])[CH3:8]. (2) Given the reactants C(C(O)=O)(C(O)=[O:14])CCCCCCCCCCC.COS([O-])(=O)=O.OC1C=CC([S+](C)C)=CC=1.[CH:35]1([N:41]=[C:42]=[N:43][CH:44]2[CH2:49][CH2:48][CH2:47][CH2:46][CH2:45]2)[CH2:40][CH2:39][CH2:38][CH2:37][CH2:36]1, predict the reaction product. The product is: [CH:44]1([NH:43][C:42](=[O:14])[NH:41][CH:35]2[CH2:36][CH2:37][CH2:38][CH2:39][CH2:40]2)[CH2:49][CH2:48][CH2:47][CH2:46][CH2:45]1. (3) Given the reactants [CH2:1]([O:8][C:9]1[CH:14]=[CH:13][N:12]([C:15]2[CH:20]=[CH:19][C:18]3[C:21]4[CH2:22][N:23](C(OC(C)(C)C)=O)[CH2:24][CH2:25][C:26]=4[O:27][C:17]=3[CH:16]=2)[C:11](=[O:35])[CH:10]=1)[C:2]1[CH:7]=[CH:6][CH:5]=[CH:4][CH:3]=1.Cl, predict the reaction product. The product is: [CH2:1]([O:8][C:9]1[CH:14]=[CH:13][N:12]([C:15]2[CH:20]=[CH:19][C:18]3[C:21]4[CH2:22][NH:23][CH2:24][CH2:25][C:26]=4[O:27][C:17]=3[CH:16]=2)[C:11](=[O:35])[CH:10]=1)[C:2]1[CH:7]=[CH:6][CH:5]=[CH:4][CH:3]=1. (4) Given the reactants [Cl:1][C:2]1[CH:9]=[CH:8][CH:7]=[C:6]([N:10]2[CH:14]=[C:13]([CH3:15])[N:12]=[CH:11]2)[C:3]=1[C:4]#[N:5].[CH3:16][N+:17]([CH3:19])=[CH2:18].[I-], predict the reaction product. The product is: [Cl:1][C:2]1[CH:9]=[CH:8][CH:7]=[C:6]([N:10]2[C:14]([CH2:16][N:17]([CH3:19])[CH3:18])=[C:13]([CH3:15])[N:12]=[CH:11]2)[C:3]=1[C:4]#[N:5]. (5) Given the reactants [CH3:1][C:2]1[CH:7]=[C:6]([CH3:8])[N:5]=[C:4]2[S:9][NH:10][C:11](=[O:12])[C:3]=12.Cl[CH2:14][C:15]([N:17]1[CH2:22][CH2:21][O:20][CH2:19][CH2:18]1)=[O:16].CCN(CC)CC, predict the reaction product. The product is: [CH3:1][C:2]1[CH:7]=[C:6]([CH3:8])[N:5]=[C:4]2[S:9][N:10]=[C:11]([O:12][CH2:14][C:15]([N:17]3[CH2:22][CH2:21][O:20][CH2:19][CH2:18]3)=[O:16])[C:3]=12.